This data is from Catalyst prediction with 721,799 reactions and 888 catalyst types from USPTO. The task is: Predict which catalyst facilitates the given reaction. (1) Reactant: C(=O)([O-])[O-].[Na+].[Na+].[OH-].[Na+].[NH2:9][C@H:10]([C:14]([OH:16])=[O:15])[CH:11]([CH3:13])[CH3:12].Cl[C:18]([O:20][CH3:21])=[O:19]. Product: [CH3:21][O:20][C:18]([NH:9][C@@H:10]([CH:11]([CH3:13])[CH3:12])[C:14]([OH:16])=[O:15])=[O:19]. The catalyst class is: 6. (2) Reactant: [NH2:1][CH2:2][C:3]([CH3:17])([CH3:16])[CH2:4][NH:5][C:6]1[C:7]2[CH:15]=[CH:14][NH:13][C:8]=2[N:9]=[C:10](Cl)[N:11]=1.[NH2:18][C:19]1[CH:27]=[C:26]2[C:22]([CH:23]=[N:24][NH:25]2)=[CH:21][CH:20]=1.C[Si](Cl)(C)C. Product: [NH2:1][CH2:2][C:3]([CH3:17])([CH3:16])[CH2:4][NH:5][C:6]1[C:7]2[CH:15]=[CH:14][NH:13][C:8]=2[N:9]=[C:10]([NH:18][C:19]2[CH:27]=[C:26]3[C:22]([CH:23]=[N:24][NH:25]3)=[CH:21][CH:20]=2)[N:11]=1. The catalyst class is: 51. (3) Reactant: [Br:1][C:2]1[CH:9]=[CH:8][C:5]([CH:6]=O)=[CH:4][CH:3]=1.N1CCC[C@H]1C(O)=O.[CH3:18][C:19]([CH3:21])=[O:20].BrC1C=CC=CC=1C=O. Product: [Br:1][C:2]1[CH:9]=[CH:8][C:5]([CH:6]=[CH:18][C:19](=[O:20])[CH3:21])=[CH:4][CH:3]=1. The catalyst class is: 28.